From a dataset of Forward reaction prediction with 1.9M reactions from USPTO patents (1976-2016). Predict the product of the given reaction. (1) Given the reactants [NH2:1][C:2]1[CH:7]=[CH:6][CH:5]=[CH:4][C:3]=1[C:8](=[O:29])[CH2:9][CH2:10][CH:11]1[CH2:16][CH2:15][N:14]([CH2:17][C:18]2[S:22][C:21]([C:23]3[CH:28]=[CH:27][CH:26]=[CH:25][N:24]=3)=[N:20][CH:19]=2)[CH2:13][CH2:12]1.[CH3:30][O:31][CH:32]([O:35][CH3:36])[CH:33]=O.C(O[BH-](OC(=O)C)OC(=O)C)(=O)C.[Na+], predict the reaction product. The product is: [CH3:30][O:31][CH:32]([O:35][CH3:36])[CH2:33][NH:1][C:2]1[CH:7]=[CH:6][CH:5]=[CH:4][C:3]=1[C:8](=[O:29])[CH2:9][CH2:10][CH:11]1[CH2:16][CH2:15][N:14]([CH2:17][C:18]2[S:22][C:21]([C:23]3[CH:28]=[CH:27][CH:26]=[CH:25][N:24]=3)=[N:20][CH:19]=2)[CH2:13][CH2:12]1. (2) The product is: [F:1][C:2]1[C:3]([CH:19]=[O:20])=[C:4]([O:10][CH3:11])[C:5]([O:8][CH3:9])=[CH:6][CH:7]=1. Given the reactants [F:1][C:2]1[CH:7]=[CH:6][C:5]([O:8][CH3:9])=[C:4]([O:10][CH3:11])[CH:3]=1.[Li]CCCC.Cl.C[CH2:19][O:20]C(C)=O, predict the reaction product. (3) Given the reactants Br[C:2]1[CH:7]=[CH:6][C:5]([C:8]([N:10]2[CH2:15][CH2:14][C:13]3([C:27]4[CH:26]=[N:25][N:24]([CH3:28])[C:23]=4[C:22]4[CH:21]=[CH:20][CH:19]=[CH:18][C:17]=4[O:16]3)[CH2:12][CH2:11]2)=[O:9])=[CH:4][C:3]=1[O:29][CH3:30].C[Si](C)(C)[O:33][CH:34]=[C:35]([CH3:37])[CH3:36].[BH4-].[Na+], predict the reaction product. The product is: [OH:33][CH2:34][C:35]([C:2]1[CH:7]=[CH:6][C:5]([C:8]([N:10]2[CH2:15][CH2:14][C:13]3([C:27]4[CH:26]=[N:25][N:24]([CH3:28])[C:23]=4[C:22]4[CH:21]=[CH:20][CH:19]=[CH:18][C:17]=4[O:16]3)[CH2:12][CH2:11]2)=[O:9])=[CH:4][C:3]=1[O:29][CH3:30])([CH3:37])[CH3:36].